This data is from TCR-epitope binding with 47,182 pairs between 192 epitopes and 23,139 TCRs. The task is: Binary Classification. Given a T-cell receptor sequence (or CDR3 region) and an epitope sequence, predict whether binding occurs between them. (1) The epitope is NLDSKVGGNY. The TCR CDR3 sequence is CASSLDRPPNEQFF. Result: 0 (the TCR does not bind to the epitope). (2) The epitope is FADDLNQLTGY. The TCR CDR3 sequence is CSVEITGGLGESFF. Result: 0 (the TCR does not bind to the epitope). (3) The epitope is SGPLKAEIAQRLED. The TCR CDR3 sequence is CASTLGPGRDQGAQHF. Result: 0 (the TCR does not bind to the epitope). (4) The epitope is PKYVKQNTLKLAT. Result: 1 (the TCR binds to the epitope). The TCR CDR3 sequence is CASSEGFGAFQPQHF. (5) The epitope is LPRRSGAAGA. The TCR CDR3 sequence is CASSWETSGNTGELFF. Result: 1 (the TCR binds to the epitope). (6) The epitope is KLNVGDYFV. Result: 1 (the TCR binds to the epitope). The TCR CDR3 sequence is CASSLGRTYEQYF. (7) The epitope is RAKFKQLL. The TCR CDR3 sequence is CASSTTAGDTEAFF. Result: 1 (the TCR binds to the epitope).